Dataset: Forward reaction prediction with 1.9M reactions from USPTO patents (1976-2016). Task: Predict the product of the given reaction. (1) Given the reactants [CH2:1]([O:3][C:4](=[O:18])[CH2:5][O:6][C:7]1[CH:12]=[CH:11][C:10]([CH2:13][CH2:14][CH2:15][OH:16])=[CH:9][C:8]=1I)[CH3:2].[CH3:19]B(O)O.[F-].[Cs+], predict the reaction product. The product is: [CH2:1]([O:3][C:4](=[O:18])[CH2:5][O:6][C:7]1[CH:12]=[CH:11][C:10]([CH2:13][CH2:14][CH2:15][OH:16])=[CH:9][C:8]=1[CH3:19])[CH3:2]. (2) Given the reactants Br[CH2:2][CH2:3][CH2:4][CH2:5][O:6][C:7]1[CH:12]=[CH:11][C:10]([C:13]2[N:17]=[C:16]([C:18]3[CH:19]=[CH:20][C:21]([O:26][CH:27]([CH3:29])[CH3:28])=[C:22]([CH:25]=3)[C:23]#[N:24])[O:15][N:14]=2)=[C:9]([Cl:30])[CH:8]=1.C(=O)([O-])[O-].[K+].[K+].Cl.[CH2:38]([NH2:40])[CH3:39], predict the reaction product. The product is: [Cl:30][C:9]1[CH:8]=[C:7]([O:6][CH2:5][CH2:4][CH2:3][CH2:2][NH:40][CH2:38][CH3:39])[CH:12]=[CH:11][C:10]=1[C:13]1[N:17]=[C:16]([C:18]2[CH:19]=[CH:20][C:21]([O:26][CH:27]([CH3:29])[CH3:28])=[C:22]([CH:25]=2)[C:23]#[N:24])[O:15][N:14]=1.